From a dataset of Full USPTO retrosynthesis dataset with 1.9M reactions from patents (1976-2016). Predict the reactants needed to synthesize the given product. Given the product [Cl:18][C:12]1[CH:13]=[CH:14][CH:15]=[C:16]([Cl:17])[C:11]=1[C:9]1[S:8][C:7]2[C:2]([NH:22][C:19](=[O:21])[CH3:20])=[N:3][CH:4]=[CH:5][C:6]=2[N:10]=1, predict the reactants needed to synthesize it. The reactants are: Br[C:2]1[C:7]2[S:8][C:9]([C:11]3[C:16]([Cl:17])=[CH:15][CH:14]=[CH:13][C:12]=3[Cl:18])=[N:10][C:6]=2[CH:5]=[CH:4][N:3]=1.[C:19]([NH2:22])(=[O:21])[CH3:20].CC1(C)C2C(=C(P(C3C=CC=CC=3)C3C=CC=CC=3)C=CC=2)OC2C(P(C3C=CC=CC=3)C3C=CC=CC=3)=CC=CC1=2.C([O-])([O-])=O.[Cs+].[Cs+].